This data is from hERG Central: cardiac toxicity at 1µM, 10µM, and general inhibition. The task is: Predict hERG channel inhibition at various concentrations. (1) The molecule is CCCCN(C)Cc1c(C)[nH]c2ccc(Cl)cc2c1=O. Results: hERG_inhib (hERG inhibition (general)): blocker. (2) The drug is COc1ccccc1N1CCN(C2CCN(C(=O)COc3cccc(C)c3)CC2)CC1.O=C(O)C(=O)O. Results: hERG_inhib (hERG inhibition (general)): blocker.